From a dataset of Full USPTO retrosynthesis dataset with 1.9M reactions from patents (1976-2016). Predict the reactants needed to synthesize the given product. Given the product [C:29]([O:33][C:34]([N:36]1[CH2:46][CH2:45][C:39]([OH:43])([CH2:40][CH2:41][CH2:42][CH2:9][C:7]2[CH:6]=[CH:5][N:4]=[C:3]([CH3:2])[CH:8]=2)[CH2:38][CH2:37]1)=[O:35])([CH3:32])([CH3:31])[CH3:30], predict the reactants needed to synthesize it. The reactants are: [Cl-].[CH3:2][C:3]1[CH:8]=[C:7]([CH2:9][P+](C2C=CC=CC=2)(C2C=CC=CC=2)C2C=CC=CC=2)[CH:6]=[CH:5][N:4]=1.[C:29]([O:33][C:34]([N:36]1[CH2:46][CH2:45][C:39]2([O:43][CH:42](O)[CH2:41][CH2:40]2)[CH2:38][CH2:37]1)=[O:35])([CH3:32])([CH3:31])[CH3:30].